This data is from Experimentally validated miRNA-target interactions with 360,000+ pairs, plus equal number of negative samples. The task is: Binary Classification. Given a miRNA mature sequence and a target amino acid sequence, predict their likelihood of interaction. The miRNA is dme-miR-308-3p with sequence AAUCACAGGAUUAUACUGUGAG. The protein sequence of the target gene is MGDVEKGKKIFVQKCAQCHTVEKGGKHKTGPNLHGLFGRKTGQAAGFSYTDANKNKGITWGEDTLMEYLENPKKYIPGTKMIFAGIKKKGERADLIAYLKKATNE. Result: 0 (no interaction).